Dataset: Full USPTO retrosynthesis dataset with 1.9M reactions from patents (1976-2016). Task: Predict the reactants needed to synthesize the given product. (1) Given the product [CH3:1][N:2]1[C:6]([C:7]([F:8])([F:9])[F:10])=[CH:5][C:4]([O:11][C:15]2[S:16][CH:17]=[CH:18][N:19]=2)=[N:3]1, predict the reactants needed to synthesize it. The reactants are: [CH3:1][N:2]1[C:6]([C:7]([F:10])([F:9])[F:8])=[CH:5][C:4]([OH:11])=[N:3]1.[H-].[Na+].Br[C:15]1[S:16][CH:17]=[CH:18][N:19]=1. (2) Given the product [Cl:1][C:2]1[C:7]([N:8]2[CH2:13][CH2:12][CH:11]([NH:14][CH:15]3[CH2:16][C:17]([F:20])([F:19])[CH2:18]3)[CH2:10][CH2:9]2)=[CH:6][C:5]([C:21]#[N:22])=[CH:4][C:3]=1[NH:23][C:24]1[N:29]=[C:28]([NH:30][CH:40]2[CH2:41][CH2:42]2)[C:27]2=[N:43][CH:44]=[C:45]([C:46]#[N:47])[N:26]2[N:25]=1, predict the reactants needed to synthesize it. The reactants are: [Cl:1][C:2]1[C:7]([N:8]2[CH2:13][CH2:12][CH:11]([NH:14][CH:15]3[CH2:18][C:17]([F:20])([F:19])[CH2:16]3)[CH2:10][CH2:9]2)=[CH:6][C:5]([C:21]#[N:22])=[CH:4][C:3]=1[NH:23][C:24]1[N:29]=[C:28]([N:30]([CH:40]2[CH2:42][CH2:41]2)CC2C=CC(OC)=CC=2)[C:27]2=[N:43][CH:44]=[C:45]([C:46]#[N:47])[N:26]2[N:25]=1.C1(OC)C=CC=CC=1.FC(F)(F)C(O)=O.